Dataset: Forward reaction prediction with 1.9M reactions from USPTO patents (1976-2016). Task: Predict the product of the given reaction. (1) Given the reactants Cl[CH2:2][C:3]([N:5]1[C@@H:9]([C:10]#[CH:11])[CH2:8][CH2:7][C@H:6]1[C:12]#[N:13])=[O:4].[C:14]([NH2:18])([CH3:17])([CH3:16])[CH3:15], predict the reaction product. The product is: [C:14]([NH:18][CH2:2][C:3]([N:5]1[C@@H:9]([C:10]#[CH:11])[CH2:8][CH2:7][C@H:6]1[C:12]#[N:13])=[O:4])([CH3:17])([CH3:16])[CH3:15]. (2) Given the reactants [OH:1][CH2:2][CH2:3][CH2:4][CH2:5][N:6]1[C:11]2[N:12]=[C:13](S(C)=O)[N:14]=[CH:15][C:10]=2[CH:9]=[C:8]([C:19]2[CH:24]=[CH:23][C:22]([C:25]3[CH:30]=[CH:29][CH:28]=[C:27]([CH3:31])[N:26]=3)=[CH:21][C:20]=2[CH3:32])[C:7]1=[O:33].[CH2:34]([NH2:36])[CH3:35].CCN(C(C)C)C(C)C, predict the reaction product. The product is: [CH2:34]([NH:36][C:13]1[N:14]=[CH:15][C:10]2[CH:9]=[C:8]([C:19]3[CH:24]=[CH:23][C:22]([C:25]4[CH:30]=[CH:29][CH:28]=[C:27]([CH3:31])[N:26]=4)=[CH:21][C:20]=3[CH3:32])[C:7](=[O:33])[N:6]([CH2:5][CH2:4][CH2:3][CH2:2][OH:1])[C:11]=2[N:12]=1)[CH3:35]. (3) Given the reactants FC(F)(F)S(O[C:7]1[C:12]([C:13]#[N:14])=[C:11]([CH3:15])[C:10]([Br:16])=[C:9]([CH:17]2[CH2:19][CH2:18]2)[N:8]=1)(=O)=O.[CH3:22][C@@H:23]1[CH2:28][NH:27][CH2:26][CH2:25][NH:24]1.C(N(CC)CC)C, predict the reaction product. The product is: [Br:16][C:10]1[C:9]([CH:17]2[CH2:19][CH2:18]2)=[N:8][C:7]([N:27]2[CH2:26][CH2:25][NH:24][C@H:23]([CH3:22])[CH2:28]2)=[C:12]([C:11]=1[CH3:15])[C:13]#[N:14]. (4) Given the reactants [N:1]([C:4]1[CH:12]=[CH:11][C:7]2[NH:8][CH:9]=[N:10][C:6]=2[CH:5]=1)=[C:2]=[S:3].[CH3:13][O:14][C:15]1[CH:16]=[C:17]([CH2:25][NH2:26])[CH:18]=[C:19]([O:23][CH3:24])[C:20]=1[O:21][CH3:22], predict the reaction product. The product is: [CH3:24][O:23][C:19]1[CH:18]=[C:17]([CH:16]=[C:15]([O:14][CH3:13])[C:20]=1[O:21][CH3:22])[CH2:25][NH:26][C:2]([NH:1][C:4]1[CH:12]=[CH:11][C:7]2[NH:8][CH:9]=[N:10][C:6]=2[CH:5]=1)=[S:3]. (5) Given the reactants [C:1]([N:4]1[C:13]2[C:8](=[CH:9][C:10]([C:14]3[CH:24]=[CH:23][C:17]([C:18]([O:20]CC)=[O:19])=[CH:16][CH:15]=3)=[CH:11][CH:12]=2)[C@H:7]([NH:25][C:26]2[CH:31]=[CH:30][C:29]([CH3:32])=[CH:28][N:27]=2)[CH2:6][C@@H:5]1[CH3:33])(=[O:3])[CH3:2].O.[OH-].[Li+:36], predict the reaction product. The product is: [C:1]([N:4]1[C:13]2[C:8](=[CH:9][C:10]([C:14]3[CH:24]=[CH:23][C:17]([C:18]([O-:20])=[O:19])=[CH:16][CH:15]=3)=[CH:11][CH:12]=2)[C@H:7]([NH:25][C:26]2[CH:31]=[CH:30][C:29]([CH3:32])=[CH:28][N:27]=2)[CH2:6][C@@H:5]1[CH3:33])(=[O:3])[CH3:2].[Li+:36]. (6) Given the reactants C([Si](C)(C)[O:6][CH2:7][CH2:8][N:9]1[C:17]2[C:12](=[CH:13][C:14]([CH3:35])=[C:15]([NH:18][C:19]3[N:27]4[C:22]([CH2:23][O:24][CH2:25][C@H:26]4[C:28]4[CH:33]=[CH:32][C:31]([F:34])=[CH:30][CH:29]=4)=[N:21][N:20]=3)[CH:16]=2)[CH:11]=[N:10]1)(C)(C)C.Cl, predict the reaction product. The product is: [F:34][C:31]1[CH:32]=[CH:33][C:28]([C@@H:26]2[CH2:25][O:24][CH2:23][C:22]3=[N:21][N:20]=[C:19]([NH:18][C:15]4[CH:16]=[C:17]5[C:12]([CH:11]=[N:10][N:9]5[CH2:8][CH2:7][OH:6])=[CH:13][C:14]=4[CH3:35])[N:27]23)=[CH:29][CH:30]=1. (7) Given the reactants [NH2:1]/[C:2](=[N:16]\[OH:17])/[C@H:3]([NH:5][C:6](=[O:15])[O:7][CH2:8][C:9]1[CH:14]=[CH:13][CH:12]=[CH:11][CH:10]=1)[CH3:4].[C:18](N1C=CN=C1)(=O)[CH3:19], predict the reaction product. The product is: [CH3:18][C:19]1[O:17][N:16]=[C:2]([C@H:3]([NH:5][C:6](=[O:15])[O:7][CH2:8][C:9]2[CH:14]=[CH:13][CH:12]=[CH:11][CH:10]=2)[CH3:4])[N:1]=1. (8) Given the reactants [CH:1]([C:4]1[CH:31]=[CH:30][C:7]([NH:8][C:9]2[CH:10]=[CH:11][C:12]([OH:29])=[C:13]3[C:22]=2[C:21](=[O:23])[C:20]2[C:19]([OH:24])=[CH:18][CH:17]=[C:16]([N+:25]([O-:27])=[O:26])[C:15]=2[C:14]3=[O:28])=[CH:6][CH:5]=1)([CH3:3])[CH3:2].[S:32](Cl)([C:35]1[CH:41]=[CH:40][C:38]([CH3:39])=[CH:37][CH:36]=1)(=[O:34])=[O:33].CN(C)C, predict the reaction product. The product is: [CH:1]([C:4]1[CH:31]=[CH:30][C:7]([NH:8][C:9]2[CH:10]=[CH:11][C:12]([O:29][S:32]([C:35]3[CH:41]=[CH:40][C:38]([CH3:39])=[CH:37][CH:36]=3)(=[O:34])=[O:33])=[C:13]3[C:22]=2[C:21](=[O:23])[C:20]2[C:19]([O:24][S:32]([C:35]4[CH:41]=[CH:40][C:38]([CH3:39])=[CH:37][CH:36]=4)(=[O:34])=[O:33])=[CH:18][CH:17]=[C:16]([N+:25]([O-:27])=[O:26])[C:15]=2[C:14]3=[O:28])=[CH:6][CH:5]=1)([CH3:3])[CH3:2].